This data is from Full USPTO retrosynthesis dataset with 1.9M reactions from patents (1976-2016). The task is: Predict the reactants needed to synthesize the given product. (1) Given the product [F:23][C:24]1[CH:31]=[CH:30][CH:29]=[CH:28][C:25]=1[CH2:26][N:14]1[C:15](=[O:18])[CH:16]=[CH:17][C:12]([CH2:11][C:10]2[C:9]3[C:4](=[CH:5][CH:6]=[CH:7][CH:8]=3)[N:3]([CH2:19][C:20]([O:22][CH2:26][C:25]3[CH:28]=[CH:29][CH:30]=[CH:31][C:24]=3[F:23])=[O:21])[C:2]=2[CH3:1])=[N:13]1, predict the reactants needed to synthesize it. The reactants are: [CH3:1][C:2]1[N:3]([CH2:19][C:20]([OH:22])=[O:21])[C:4]2[C:9]([C:10]=1[CH2:11][C:12]1[CH:17]=[CH:16][C:15](=[O:18])[NH:14][N:13]=1)=[CH:8][CH:7]=[CH:6][CH:5]=2.[F:23][C:24]1[CH:31]=[CH:30][CH:29]=[CH:28][C:25]=1[CH2:26]Br.C(=O)([O-])[O-].[K+].[K+].CN(C=O)C. (2) Given the product [CH3:14][CH2:13][CH:12]([N:8]1[C:6]2=[N:7][C:2](/[CH:19]=[CH:20]/[CH3:21])=[CH:3][N:4]=[C:5]2[N:10]=[C:9]1[OH:11])[CH2:15][CH3:16], predict the reactants needed to synthesize it. The reactants are: Br[C:2]1[N:7]=[C:6]2[N:8]([CH:12]([CH2:15][CH3:16])[CH2:13][CH3:14])[C:9]([OH:11])=[N:10][C:5]2=[N:4][CH:3]=1.CN1C[CH2:21][CH2:20][C:19]1=O.C(N(CC)CC)C.C([Sn](CCCC)(CCCC)/C=C/C)CCC. (3) Given the product [CH2:11]([O:18][C:19]1[CH:20]=[CH:21][C:22]([NH:23][C:2]2[CH:7]=[CH:6][CH:5]=[CH:4][C:3]=2[N+:8]([O-:10])=[O:9])=[CH:24][CH:25]=1)[C:12]1[CH:13]=[CH:14][CH:15]=[CH:16][CH:17]=1, predict the reactants needed to synthesize it. The reactants are: F[C:2]1[CH:7]=[CH:6][CH:5]=[CH:4][C:3]=1[N+:8]([O-:10])=[O:9].[CH2:11]([O:18][C:19]1[CH:25]=[CH:24][C:22]([NH2:23])=[CH:21][CH:20]=1)[C:12]1[CH:17]=[CH:16][CH:15]=[CH:14][CH:13]=1.C([O-])(C)(C)C.[K+]. (4) Given the product [F:56][C:55]([F:58])([F:57])[S:52]([O:43][C:12]1[C:11]([C:5]2[NH:6][C:7]3[C:3]([CH:4]=2)=[C:2]([F:1])[CH:10]=[CH:9][CH:8]=3)=[N:16][C:15]([C:17]2[C:18]([N:37]([CH3:42])[S:38]([CH3:41])(=[O:40])=[O:39])=[CH:19][C:20]3[O:24][C:23]([C:25]4[CH:30]=[CH:29][C:28]([F:31])=[CH:27][CH:26]=4)=[C:22]([C:32](=[O:33])[NH:34][CH3:35])[C:21]=3[CH:36]=2)=[CH:14][N:13]=1)(=[O:53])=[O:51], predict the reactants needed to synthesize it. The reactants are: [F:1][C:2]1[CH:10]=[CH:9][CH:8]=[C:7]2[C:3]=1[CH:4]=[C:5]([C:11]1[N:16]=[C:15]([C:17]3[C:18]([N:37]([CH3:42])[S:38]([CH3:41])(=[O:40])=[O:39])=[CH:19][C:20]4[O:24][C:23]([C:25]5[CH:30]=[CH:29][C:28]([F:31])=[CH:27][CH:26]=5)=[C:22]([C:32]([NH:34][CH3:35])=[O:33])[C:21]=4[CH:36]=3)[CH:14]=[N:13][C:12]=1[OH:43])[NH:6]2.C1(N([O:51][S:52]([C:55]([F:58])([F:57])[F:56])(=O)=[O:53])[O:51][S:52]([C:55]([F:58])([F:57])[F:56])(=O)=[O:53])C=CC=CC=1.CCN(CC)CC. (5) Given the product [NH2:2][CH2:1][C@@H:3]1[CH2:8][CH2:7][N:6]([C:9]([O:11][CH2:12][CH3:13])=[O:10])[CH2:5][C@H:4]1[O:14][CH2:15][CH3:16], predict the reactants needed to synthesize it. The reactants are: [C:1]([C@@H:3]1[CH2:8][CH2:7][N:6]([C:9]([O:11][CH2:12][CH3:13])=[O:10])[CH2:5][C@H:4]1[O:14][CH2:15][CH3:16])#[N:2].N.[H][H]. (6) Given the product [CH3:26][O:25][C:19]1[CH:18]=[C:17]2[C:22](=[CH:21][C:20]=1[O:23][CH3:24])[C:13]([O:1][C:2]1[CH:3]=[CH:4][C:5]([NH:8][C:9](=[O:11])[CH3:10])=[CH:6][CH:7]=1)=[N:14][C:15]([NH:27][C:28]1[CH:32]=[C:31]([CH3:33])[NH:30][N:29]=1)=[CH:16]2, predict the reactants needed to synthesize it. The reactants are: [OH:1][C:2]1[CH:7]=[CH:6][C:5]([NH:8][C:9](=[O:11])[CH3:10])=[CH:4][CH:3]=1.Cl[C:13]1[C:22]2[C:17](=[CH:18][C:19]([O:25][CH3:26])=[C:20]([O:23][CH3:24])[CH:21]=2)[CH:16]=[C:15]([NH:27][C:28]2[CH:32]=[C:31]([CH3:33])[NH:30][N:29]=2)[N:14]=1. (7) The reactants are: [CH2:1]([C@H:8]([NH:39]C(=O)OC(C)(C)C)[C@@H:9]([OH:38])[CH2:10][C@@H:11]([NH:25][C:26](=[O:37])[C@@H:27]([NH:32][C:33]([O:35][CH3:36])=[O:34])[C:28]([CH3:31])([CH3:30])[CH3:29])[CH2:12][C:13]1[CH:18]=[CH:17][C:16]([C:19]2[CH:24]=[CH:23][CH:22]=[CH:21][N:20]=2)=[CH:15][CH:14]=1)[C:2]1[CH:7]=[CH:6][CH:5]=[CH:4][CH:3]=1.C(O)(C(F)(F)F)=O.C(Cl)Cl. Given the product [NH2:39][C@@H:8]([CH2:1][C:2]1[CH:3]=[CH:4][CH:5]=[CH:6][CH:7]=1)[C@@H:9]([OH:38])[CH2:10][C@@H:11]([NH:25][C:26](=[O:37])[C@@H:27]([NH:32][C:33](=[O:34])[O:35][CH3:36])[C:28]([CH3:30])([CH3:31])[CH3:29])[CH2:12][C:13]1[CH:18]=[CH:17][C:16]([C:19]2[CH:24]=[CH:23][CH:22]=[CH:21][N:20]=2)=[CH:15][CH:14]=1, predict the reactants needed to synthesize it. (8) Given the product [CH2:15]([C:16]1[N:24]([C:23]2[CH:25]=[CH:26][CH:27]=[CH:28][C:22]=2[O:21][CH2:19][CH3:20])[C:4](=[O:6])[C:3]2[C:2](=[CH:10][C:9]([N+:11]([O-:13])=[O:12])=[CH:8][CH:7]=2)[N:1]=1)[CH3:14], predict the reactants needed to synthesize it. The reactants are: [NH2:1][C:2]1[CH:10]=[C:9]([N+:11]([O-:13])=[O:12])[CH:8]=[CH:7][C:3]=1[C:4]([OH:6])=O.[C:14](Cl)(=O)[CH2:15][CH3:16].[CH2:19]([O:21][C:22]1[CH:28]=[CH:27][CH:26]=[CH:25][C:23]=1[NH2:24])[CH3:20].